This data is from M1 muscarinic receptor antagonist screen with 61,756 compounds. The task is: Binary Classification. Given a drug SMILES string, predict its activity (active/inactive) in a high-throughput screening assay against a specified biological target. (1) The drug is Brc1ccc(S(=O)(=O)CCC(=O)N2CCN(CC2)c2ccccc2)cc1. The result is 0 (inactive). (2) The compound is O=C1C(C(CC=2NC(=C(C(C12)c1ccc(N(C)C)cc1)C(OC(CC)C)=O)C)C)C(OC)=O. The result is 0 (inactive). (3) The compound is S(CC(=O)N1CCN(CC1)c1ccccc1)c1n(c(nn1)CNC(=O)c1cc(ccc1)C)C. The result is 0 (inactive). (4) The drug is N(c1nc(N(C)C)nc(N(C)C)n1)(C)C. The result is 0 (inactive).